From a dataset of Catalyst prediction with 721,799 reactions and 888 catalyst types from USPTO. Predict which catalyst facilitates the given reaction. (1) Reactant: [Cl:1][C:2]1[CH:7]=[CH:6][C:5]([C@H:8]2[C@H:13]([OH:14])[C@@H:12]([OH:15])[C@H:11]([OH:16])[C@@H:10]([CH2:17][OH:18])[O:9]2)=[CH:4][C:3]=1[CH2:19][C:20]1[CH:25]=[CH:24][C:23]([OH:26])=[C:22]([OH:27])[CH:21]=1.[C:28]([O-])([O-])=O.[K+].[K+].C(I)I. Product: [O:26]1[C:23]2[CH:24]=[CH:25][C:20]([CH2:19][C:3]3[CH:4]=[C:5]([C@H:8]4[C@H:13]([OH:14])[C@@H:12]([OH:15])[C@H:11]([OH:16])[C@@H:10]([CH2:17][OH:18])[O:9]4)[CH:6]=[CH:7][C:2]=3[Cl:1])=[CH:21][C:22]=2[O:27][CH2:28]1. The catalyst class is: 3. (2) Reactant: [N:1]([CH:4]([C:6]1[C:10]([C:11]2[CH:16]=[CH:15][CH:14]=[CH:13][C:12]=2[C:17]([C:19]2[CH:24]=[CH:23][C:22]([Cl:25])=[CH:21][CH:20]=2)=O)=[C:9]([CH3:26])[O:8][N:7]=1)[CH3:5])=[N+]=[N-].CP(C)C. Product: [Cl:25][C:22]1[CH:23]=[CH:24][C:19]([C:17]2[C:12]3[CH:13]=[CH:14][CH:15]=[CH:16][C:11]=3[C:10]3=[C:9]([CH3:26])[O:8][N:7]=[C:6]3[CH:4]([CH3:5])[N:1]=2)=[CH:20][CH:21]=1. The catalyst class is: 11.